Dataset: Full USPTO retrosynthesis dataset with 1.9M reactions from patents (1976-2016). Task: Predict the reactants needed to synthesize the given product. (1) Given the product [NH2:1][C:2]1[N:3]=[CH:4][C:5]([C:20]2[CH:30]=[CH:29][C:23]([C:24]([N:26]([CH3:28])[CH3:27])=[O:25])=[CH:22][CH:21]=2)=[N:6][C:7]=1[C:8]1[O:9][C:10]([C:13]2[CH:18]=[CH:17][CH:16]=[CH:15][C:14]=2[O:19][CH2:38][CH2:39][NH2:40])=[N:11][N:12]=1, predict the reactants needed to synthesize it. The reactants are: [NH2:1][C:2]1[N:3]=[CH:4][C:5]([C:20]2[CH:30]=[CH:29][C:23]([C:24]([N:26]([CH3:28])[CH3:27])=[O:25])=[CH:22][CH:21]=2)=[N:6][C:7]=1[C:8]1[O:9][C:10]([C:13]2[CH:18]=[CH:17][CH:16]=[CH:15][C:14]=2[OH:19])=[N:11][N:12]=1.C(=O)([O-])[O-].[K+].[K+].Br[CH2:38][CH2:39][NH:40]C(=O)OC(C)(C)C.C(O)(C(F)(F)F)=O. (2) Given the product [ClH:21].[CH2:9]1[C:10]2([CH2:13][CH2:14][N:15]([C:18](=[O:20])[CH3:19])[CH2:16][CH2:17]2)[CH2:11][CH2:12][NH:8]1, predict the reactants needed to synthesize it. The reactants are: C(OC([N:8]1[CH2:12][CH2:11][C:10]2([CH2:17][CH2:16][N:15]([C:18](=[O:20])[CH3:19])[CH2:14][CH2:13]2)[CH2:9]1)=O)(C)(C)C.[ClH:21]. (3) The reactants are: C(N(CC)CC)C.[CH:8]([C:10]1[C:18]2[C:13](=[CH:14][CH:15]=[CH:16][CH:17]=2)[N:12](C(OCC)=O)[CH:11]=1)=[O:9].[CH2:24]([N:26]1[C:30]([CH:31]=[N:32][C:33]2[CH:38]=[CH:37][CH:36]=[C:35]([O:39][CH3:40])[CH:34]=2)=[CH:29][CH:28]=[N:27]1)[CH3:25]. Given the product [CH2:24]([N:26]1[C:30]([CH:31]([NH:32][C:33]2[CH:38]=[CH:37][CH:36]=[C:35]([O:39][CH3:40])[CH:34]=2)[C:8]([C:10]2[C:18]3[C:13](=[CH:14][CH:15]=[CH:16][CH:17]=3)[NH:12][CH:11]=2)=[O:9])=[CH:29][CH:28]=[N:27]1)[CH3:25], predict the reactants needed to synthesize it. (4) Given the product [Cl:10][C:11]1[CH:16]=[CH:15][C:14]([NH:17][C:18]([N:3]2[C@@H:4]([C:7]([OH:9])=[O:8])[CH2:5][O:6][CH2:1]2)=[O:19])=[CH:13][CH:12]=1, predict the reactants needed to synthesize it. The reactants are: [CH2:1]=O.[NH2:3][C@@H:4]([C:7]([OH:9])=[O:8])[CH2:5][OH:6].[Cl:10][C:11]1[CH:16]=[CH:15][C:14]([N:17]=[C:18]=[O:19])=[CH:13][CH:12]=1. (5) Given the product [CH3:8][O:7][C:5](=[O:6])[C:4]1[CH:9]=[CH:10][C:11]([O:12][CH3:13])=[C:2]([O:1][CH2:41][CH2:40][C:36]2[CH:37]=[CH:38][CH:39]=[C:34]([Br:33])[CH:35]=2)[CH:3]=1, predict the reactants needed to synthesize it. The reactants are: [OH:1][C:2]1[CH:3]=[C:4]([CH:9]=[CH:10][C:11]=1[O:12][CH3:13])[C:5]([O:7][CH3:8])=[O:6].C1(P(C2C=CC=CC=2)C2C=CC=CC=2)C=CC=CC=1.[Br:33][C:34]1[CH:35]=[C:36]([CH2:40][CH2:41]O)[CH:37]=[CH:38][CH:39]=1.CC(OC(/N=N/C(OC(C)C)=O)=O)C.